From a dataset of Reaction yield outcomes from USPTO patents with 853,638 reactions. Predict the reaction yield, written as a fraction of the theoretical maximum amount of product (1.0 means a 100% yield; for example, 0.34 means a 34% yield). (1) The reactants are [NH2:1][C:2]1[C:7]2=[C:8](Br)[CH:9]=[C:10]([CH2:11][CH2:12][OH:13])[N:6]2[N:5]=[CH:4][N:3]=1.[CH2:15]([N:22]1[CH:30]=[C:29]2[C:24]([CH:25]=[C:26](B3OC(C)(C)C(C)(C)O3)[CH:27]=[CH:28]2)=[N:23]1)[C:16]1[CH:21]=[CH:20][CH:19]=[CH:18][CH:17]=1.ClCCl.C(=O)([O-])[O-].[Na+].[Na+]. The catalyst is CCO.C1(C)C=CC=CC=1. The product is [NH2:1][C:2]1[C:7]2=[C:8]([C:26]3[CH:27]=[CH:28][C:29]4[C:24]([CH:25]=3)=[N:23][N:22]([CH2:15][C:16]3[CH:21]=[CH:20][CH:19]=[CH:18][CH:17]=3)[CH:30]=4)[CH:9]=[C:10]([CH2:11][CH2:12][OH:13])[N:6]2[N:5]=[CH:4][N:3]=1. The yield is 0.360. (2) The reactants are N1C2C(=C(N3CCN(CC4CCC5C(=CC=CC=5)N4)CC3)C=CC=2)C=C1.[F:27][C:28]1[CH:29]=[C:30]2[C:35](=[CH:36][CH:37]=1)[N:34]=[C:33]([CH2:38][N:39]1[CH2:44][CH2:43][N:42]([C:45]3[CH:53]=[CH:52][CH:51]=[C:50]4[C:46]=3[CH:47]=[CH:48][NH:49]4)[CH2:41][CH2:40]1)[CH:32]=[CH:31]2. No catalyst specified. The product is [F:27][C:28]1[CH:29]=[C:30]2[C:35](=[CH:36][CH:37]=1)[NH:34][CH:33]([CH2:38][N:39]1[CH2:44][CH2:43][N:42]([C:45]3[CH:53]=[CH:52][CH:51]=[C:50]4[C:46]=3[CH:47]=[CH:48][NH:49]4)[CH2:41][CH2:40]1)[CH2:32][CH2:31]2. The yield is 0.590.